The task is: Predict the reactants needed to synthesize the given product.. This data is from Full USPTO retrosynthesis dataset with 1.9M reactions from patents (1976-2016). (1) The reactants are: [CH:1]([C:4]1[CH:9]=[CH:8][CH:7]=[CH:6][C:5]=1[S:10][C:11]1[CH:16]=[CH:15][C:14](/[CH:17]=[CH:18]/[C:19]([N:21]2[CH2:26][CH2:25][CH2:24][CH2:23][CH:22]2[C:27]([O:29]CC)=[O:28])=[O:20])=[CH:13][C:12]=1[N+:32]([O-:34])=[O:33])([CH3:3])[CH3:2]. Given the product [CH:1]([C:4]1[CH:9]=[CH:8][CH:7]=[CH:6][C:5]=1[S:10][C:11]1[CH:16]=[CH:15][C:14](/[CH:17]=[CH:18]/[C:19]([N:21]2[CH2:26][CH2:25][CH2:24][CH2:23][CH:22]2[C:27]([OH:29])=[O:28])=[O:20])=[CH:13][C:12]=1[N+:32]([O-:34])=[O:33])([CH3:3])[CH3:2], predict the reactants needed to synthesize it. (2) Given the product [Br:1][C:2]1[CH:3]=[C:4]([C:8]([C:11]2[CH:15]=[C:14]([CH:16]=[O:17])[S:13][CH:12]=2)([OH:10])[CH3:9])[CH:5]=[CH:6][CH:7]=1, predict the reactants needed to synthesize it. The reactants are: [Br:1][C:2]1[CH:3]=[C:4]([C:8]([C:11]2[CH:15]=[C:14]([CH2:16][OH:17])[S:13][CH:12]=2)([OH:10])[CH3:9])[CH:5]=[CH:6][CH:7]=1.C([O-])(O)=O.[Na+].CC(OI1(OC(C)=O)(OC(C)=O)OC(=O)C2C=CC=CC1=2)=O. (3) The reactants are: Br[C:2]1[CH:3]=[C:4]2[C:9](=[CH:10][CH:11]=1)[NH:8][C:7](=O)[C:6]([C:13]1C=CC=[C:15]([C:19]([F:22])([F:21])[F:20])[CH:14]=1)=[C:5]2[OH:23].[Cl:24]C1C=C([Mg]Br)C=CC=1. Given the product [Cl:24][C:2]1[CH:3]=[C:4]([C:5]([C:6]2[CH:7]=[N:8][C:15]([C:19]([F:22])([F:21])[F:20])=[CH:14][CH:13]=2)=[O:23])[CH:9]=[CH:10][CH:11]=1, predict the reactants needed to synthesize it. (4) Given the product [F:25][C:2]([F:1])([F:24])[O:3][C:4]1[CH:5]=[C:6]([C:10]2[CH:19]=[CH:18][C:17]3[C:12](=[C:13]([C:20]([OH:22])=[O:21])[CH:14]=[CH:15][CH:16]=3)[N:11]=2)[CH:7]=[CH:8][CH:9]=1, predict the reactants needed to synthesize it. The reactants are: [F:1][C:2]([F:25])([F:24])[O:3][C:4]1[CH:5]=[C:6]([C:10]2[CH:19]=[CH:18][C:17]3[C:12](=[C:13]([C:20]([O:22]C)=[O:21])[CH:14]=[CH:15][CH:16]=3)[N:11]=2)[CH:7]=[CH:8][CH:9]=1.[OH-].[Li+]. (5) Given the product [OH:1][CH:2]1[CH2:3][CH2:4][N:5]([C:8]([C:10]2[CH:11]=[CH:12][C:13]([C:16]3[N:17]=[CH:18][C:19]4[N:20]([C:22]([C:25]5[CH:32]=[CH:31][C:28]([C:29]#[N:30])=[CH:27][CH:26]=5)=[CH:23][N:24]=4)[CH:21]=3)=[CH:14][CH:15]=2)=[O:9])[CH2:6][CH2:7]1, predict the reactants needed to synthesize it. The reactants are: [O:1]=[C:2]1[CH2:7][CH2:6][N:5]([C:8]([C:10]2[CH:15]=[CH:14][C:13]([C:16]3[N:17]=[CH:18][C:19]4[N:20]([C:22]([C:25]5[CH:32]=[CH:31][C:28]([C:29]#[N:30])=[CH:27][CH:26]=5)=[CH:23][N:24]=4)[CH:21]=3)=[CH:12][CH:11]=2)=[O:9])[CH2:4][CH2:3]1.[BH4-].[Na+]. (6) Given the product [ClH:33].[NH:8]1[CH2:13][CH2:12][O:11][CH:10]([C:14]2[CH:19]=[CH:18][C:17]([NH:20][C:21]([C:23]3[CH:28]=[CH:27][C:26]([C:29]([F:32])([F:30])[F:31])=[CH:25][N:24]=3)=[O:22])=[CH:16][CH:15]=2)[CH2:9]1, predict the reactants needed to synthesize it. The reactants are: C(OC([N:8]1[CH2:13][CH2:12][O:11][CH:10]([C:14]2[CH:19]=[CH:18][C:17]([NH:20][C:21]([C:23]3[CH:28]=[CH:27][C:26]([C:29]([F:32])([F:31])[F:30])=[CH:25][N:24]=3)=[O:22])=[CH:16][CH:15]=2)[CH2:9]1)=O)(C)(C)C.[ClH:33]. (7) Given the product [CH3:22][C:23]1[CH:27]=[C:26]([CH3:28])[N:25]([C:2]2[N:11]=[C:10]([NH:21][C:17]3[CH:18]=[CH:19][CH:20]=[C:15]([O:14][CH3:13])[CH:16]=3)[C:9]3[C:4](=[CH:5][CH:6]=[CH:7][CH:8]=3)[N:3]=2)[N:24]=1, predict the reactants needed to synthesize it. The reactants are: Cl[C:2]1[N:11]=[C:10](Cl)[C:9]2[C:4](=[CH:5][CH:6]=[CH:7][CH:8]=2)[N:3]=1.[CH3:13][O:14][C:15]1[CH:20]=[CH:19][CH:18]=[C:17]([NH2:21])[CH:16]=1.[CH3:22][C:23]1[CH:27]=[C:26]([CH3:28])[NH:25][N:24]=1. (8) Given the product [C:3]([O:7][C:8]([N:10]1[CH2:13][CH2:12][C@H:11]1[CH2:14][O:15][C:16]1[CH:17]=[N:18][CH:19]=[C:20]([C:22]#[CH:23])[CH:21]=1)=[O:9])([CH3:6])([CH3:5])[CH3:4], predict the reactants needed to synthesize it. The reactants are: [OH-].[K+].[C:3]([O:7][C:8]([N:10]1[CH2:13][CH2:12][C@H:11]1[CH2:14][O:15][C:16]1[CH:17]=[N:18][CH:19]=[C:20]([C:22]#[C:23][Si](C)(C)C)[CH:21]=1)=[O:9])([CH3:6])([CH3:5])[CH3:4].CCOC(C)=O.CCCCCC.CCOC(C)=O. (9) Given the product [ClH:23].[CH3:25][O:24]/[N:26]=[CH:15]/[C:11]1[CH:12]=[N:13][CH:14]=[C:9]([C:8]#[C:7][C:1]2[CH:2]=[CH:3][CH:4]=[CH:5][CH:6]=2)[CH:10]=1, predict the reactants needed to synthesize it. The reactants are: [C:1]1([C:7]#[C:8][C:9]2[CH:10]=[C:11]([CH:15]=O)[CH:12]=[N:13][CH:14]=2)[CH:6]=[CH:5][CH:4]=[CH:3][CH:2]=1.C(=O)([O-])[O-].[K+].[K+].[ClH:23].[O:24]([NH2:26])[CH3:25].